Dataset: Peptide-MHC class I binding affinity with 185,985 pairs from IEDB/IMGT. Task: Regression. Given a peptide amino acid sequence and an MHC pseudo amino acid sequence, predict their binding affinity value. This is MHC class I binding data. (1) The MHC is HLA-A01:01 with pseudo-sequence HLA-A01:01. The binding affinity (normalized) is 0.0847. The peptide sequence is QKDINTPGY. (2) The peptide sequence is LLKTRFRGL. The MHC is HLA-A02:16 with pseudo-sequence HLA-A02:16. The binding affinity (normalized) is 0.0847. (3) The peptide sequence is FSGVSWTMKI. The MHC is HLA-B53:01 with pseudo-sequence HLA-B53:01. The binding affinity (normalized) is 0.390. (4) The peptide sequence is DNVRNVENV. The MHC is H-2-Kb with pseudo-sequence H-2-Kb. The binding affinity (normalized) is 0.